From a dataset of Catalyst prediction with 721,799 reactions and 888 catalyst types from USPTO. Predict which catalyst facilitates the given reaction. (1) Reactant: Br[C:2]1[C:7]([F:8])=[CH:6][C:5]([C:9]2[C:18]3[C:13](=[CH:14][C:15]([S:19]([NH:22][C:23]4[CH:27]=[CH:26][O:25][N:24]=4)(=[O:21])=[O:20])=[CH:16][CH:17]=3)[CH:12]=[N:11][N:10]=2)=[C:4]([O:28][CH3:29])[CH:3]=1.C(=O)([O-])[O-].[K+].[K+].B(O)(O)[C:37]1[CH:42]=[CH:41][CH:40]=[C:39]([C:43]([F:46])([F:45])[F:44])[CH:38]=1. Product: [F:8][C:7]1[CH:6]=[C:5]([C:9]2[C:18]3[C:13](=[CH:14][C:15]([S:19]([NH:22][C:23]4[CH:27]=[CH:26][O:25][N:24]=4)(=[O:20])=[O:21])=[CH:16][CH:17]=3)[CH:12]=[N:11][N:10]=2)[C:4]([O:28][CH3:29])=[CH:3][C:2]=1[C:37]1[CH:42]=[CH:41][CH:40]=[C:39]([C:43]([F:46])([F:45])[F:44])[CH:38]=1. The catalyst class is: 73. (2) Reactant: [C:1]([C:3]1[CH:4]=[C:5]([CH:10]=[CH:11][CH:12]=1)[C:6]([NH:8][OH:9])=[NH:7])#[N:2].C(N(CC)CC)C.[Cl:20][CH2:21][C:22](Cl)=O. Product: [Cl:20][CH2:21][C:22]1[O:9][N:8]=[C:6]([C:5]2[CH:4]=[C:3]([CH:12]=[CH:11][CH:10]=2)[C:1]#[N:2])[N:7]=1. The catalyst class is: 4.